From a dataset of Full USPTO retrosynthesis dataset with 1.9M reactions from patents (1976-2016). Predict the reactants needed to synthesize the given product. (1) Given the product [F:33][C:2]([F:1])([F:32])[C:3]1[CH:4]=[C:5]([C:13]2[N:17]=[CH:16][N:15](/[CH:18]=[C:19](\[C:26]3[CH:27]=[N:28][CH:29]=[CH:30][CH:31]=3)/[C:20]([OH:22])=[O:21])[N:14]=2)[CH:6]=[C:7]([C:9]([F:10])([F:11])[F:12])[CH:8]=1, predict the reactants needed to synthesize it. The reactants are: [F:1][C:2]([F:33])([F:32])[C:3]1[CH:4]=[C:5]([C:13]2[N:17]=[CH:16][N:15](/[CH:18]=[C:19](\[C:26]3[CH:27]=[N:28][CH:29]=[CH:30][CH:31]=3)/[C:20]([O:22]C(C)C)=[O:21])[N:14]=2)[CH:6]=[C:7]([C:9]([F:12])([F:11])[F:10])[CH:8]=1.O[Li].O.O.Cl. (2) The reactants are: [NH2:1][C:2]([NH2:4])=[O:3].[C:5]([CH2:8][C:9](=O)[CH3:10])(=O)[CH3:6].Cl. Given the product [CH3:6][C:5]1[CH:8]=[C:9]([CH3:10])[N:4]=[C:2]([OH:3])[N:1]=1, predict the reactants needed to synthesize it. (3) Given the product [CH3:1][O:2][C:3]1[CH:4]=[C:5]2[C:10](=[CH:11][C:12]=1[O:13][CH3:14])[N:9]=[CH:8][CH:7]=[C:6]2[O:15][C:16]1[CH:22]=[CH:21][C:19]([NH:20][C:43](=[O:49])[O:44][CH2:45][CH2:56][CH2:55][O:54][C:53]2[CH:59]=[CH:60][CH:61]=[CH:62][C:52]=2[Cl:51])=[C:18]([CH3:23])[C:17]=1[CH3:24], predict the reactants needed to synthesize it. The reactants are: [CH3:1][O:2][C:3]1[CH:4]=[C:5]2[C:10](=[CH:11][C:12]=1[O:13][CH3:14])[N:9]=[CH:8][CH:7]=[C:6]2[O:15][C:16]1[CH:22]=[CH:21][C:19]([NH2:20])=[C:18]([CH3:23])[C:17]=1[CH3:24].C1(C)C=CC=CC=1.C(N(CC)CC)C.ClC(Cl)(O[C:43](=[O:49])[O:44][C:45](Cl)(Cl)Cl)Cl.[Cl:51][C:52]1[CH:62]=[CH:61][CH:60]=[CH:59][C:53]=1[O:54][CH2:55][CH2:56]CO. (4) Given the product [C:27]1([CH3:32])[CH:28]=[CH:29][CH:30]=[CH:31][C:26]=1[C@@H:17]1[C:18]2[C:23](=[CH:22][CH:21]=[CH:20][CH:19]=2)[CH2:24][CH2:25][N:16]1[C@@H:14]([CH3:15])[C:13]([OH:33])=[O:12].[C:27]1([CH3:32])[CH:28]=[CH:29][CH:30]=[CH:31][C:26]=1[C@H:17]1[C:18]2[C:23](=[CH:22][CH:21]=[CH:20][CH:19]=2)[CH2:24][CH2:25][N:16]1[C@@H:14]([CH3:15])[C:13]([OH:33])=[O:12], predict the reactants needed to synthesize it. The reactants are: FC(F)(F)C(O)=O.C([O:12][C:13](=[O:33])[C@@H:14]([N:16]1[CH2:25][CH2:24][C:23]2[C:18](=[CH:19][CH:20]=[CH:21][CH:22]=2)[CH:17]1[C:26]1[CH:31]=[CH:30][CH:29]=[CH:28][C:27]=1[CH3:32])[CH3:15])(C)(C)C.